The task is: Predict which catalyst facilitates the given reaction.. This data is from Catalyst prediction with 721,799 reactions and 888 catalyst types from USPTO. (1) Product: [F:15][B-:14]([F:18])([F:17])[F:16].[Cl:1][C:2]1[CH:3]=[C:4]2[C:9](=[CH:10][CH:11]=1)[C:8]([N+:12]#[N:19])=[CH:7][CH:6]=[CH:5]2. The catalyst class is: 6. Reactant: [Cl:1][C:2]1[CH:3]=[C:4]2[C:9](=[CH:10][CH:11]=1)[C:8]([NH2:12])=[CH:7][CH:6]=[CH:5]2.[H+].[B-:14]([F:18])([F:17])([F:16])[F:15].[N:19]([O-])=O.[Na+]. (2) Reactant: C([N:8]1[CH2:13][CH2:12][CH:11]([N:14]2[C:18]3=[N:19][C:20]([C:29]4[CH:30]=[C:31]([OH:35])[CH:32]=[CH:33][CH:34]=4)=[N:21][C:22]([N:23]4[CH2:28][CH2:27][O:26][CH2:25][CH2:24]4)=[C:17]3[CH:16]=[N:15]2)[CH2:10][CH2:9]1)C1C=CC=CC=1. Product: [N:23]1([C:22]2[N:21]=[C:20]([C:29]3[CH:30]=[C:31]([OH:35])[CH:32]=[CH:33][CH:34]=3)[N:19]=[C:18]3[N:14]([CH:11]4[CH2:12][CH2:13][NH:8][CH2:9][CH2:10]4)[N:15]=[CH:16][C:17]=23)[CH2:28][CH2:27][O:26][CH2:25][CH2:24]1. The catalyst class is: 105. (3) Reactant: [Cl:1][C:2]1[C:7]([CH:8]=[O:9])=[C:6]([Cl:10])[N:5]=[CH:4][N:3]=1.C1(C)C=CC(S(O)(=O)=O)=CC=1.[CH2:22](O)[CH2:23][OH:24].C(OCC)(=O)C. Product: [Cl:1][C:2]1[C:7]([CH:8]2[O:24][CH2:23][CH2:22][O:9]2)=[C:6]([Cl:10])[N:5]=[CH:4][N:3]=1. The catalyst class is: 11. (4) Reactant: [F:1][CH:2]([F:12])[C:3]1[C:7]([C:8](O)=[O:9])=[CH:6][N:5]([CH3:11])[N:4]=1.S(Cl)(Cl)=O.[Cl:17][C:18]1[N:23]=[CH:22][C:21]([CH:24]([CH3:29])[NH:25][CH:26]2[CH2:28][CH2:27]2)=[CH:20][CH:19]=1.C(N(CC)CC)C. Product: [Cl:17][C:18]1[N:23]=[CH:22][C:21]([CH:24]([N:25]([CH:26]2[CH2:28][CH2:27]2)[C:8]([C:7]2[C:3]([CH:2]([F:12])[F:1])=[N:4][N:5]([CH3:11])[CH:6]=2)=[O:9])[CH3:29])=[CH:20][CH:19]=1. The catalyst class is: 4.